Dataset: Full USPTO retrosynthesis dataset with 1.9M reactions from patents (1976-2016). Task: Predict the reactants needed to synthesize the given product. (1) Given the product [F:33][C:31]1[CH:30]=[C:29]([F:34])[CH:28]=[C:27]2[C:32]=1[C:23]([NH:15][C:14]1[CH:13]=[C:12]([N:16]3[CH2:21][CH2:20][O:19][CH2:18][CH2:17]3)[N:11]=[CH:10][C:9]=1[C:6]1[CH:7]=[N:8][C:3]([O:2][CH3:1])=[CH:4][CH:5]=1)=[C:24]([CH3:45])[C:25]([C:35]1[CH:40]=[CH:39][CH:38]=[CH:37][C:36]=1[S:41]([CH3:44])(=[O:43])=[O:42])=[N:26]2, predict the reactants needed to synthesize it. The reactants are: [CH3:1][O:2][C:3]1[N:8]=[CH:7][C:6]([C:9]2[CH:10]=[N:11][C:12]([N:16]3[CH2:21][CH2:20][O:19][CH2:18][CH2:17]3)=[CH:13][C:14]=2[NH2:15])=[CH:5][CH:4]=1.Cl[C:23]1[C:32]2[C:27](=[CH:28][C:29]([F:34])=[CH:30][C:31]=2[F:33])[N:26]=[C:25]([C:35]2[CH:40]=[CH:39][CH:38]=[CH:37][C:36]=2[S:41]([CH3:44])(=[O:43])=[O:42])[C:24]=1[CH3:45].C1(P(C2CCCCC2)C2(C(C)C)CC(C(C)C)=CC(C(C)C)=C2C2C=CC=CC=2)CCCCC1.CC(C1C=C(C(C)C)C(C2C=CC=CC=2P(C2CCCCC2)C2CCCCC2)=C(C(C)C)C=1)C.CC(C)([O-])C.[Na+]. (2) Given the product [CH:25]1([CH2:24][O:23][C:8]2([C:5]3[CH:4]=[CH:3][C:2]([C:32]4[CH:33]=[CH:34][C:29]([F:28])=[CH:30][CH:31]=4)=[CH:7][CH:6]=3)[CH2:9][CH2:10][C:11]([C:17]3[CH:18]=[CH:19][CH:20]=[CH:21][CH:22]=3)([C:14]([OH:16])=[O:15])[CH2:12][CH2:13]2)[CH2:27][CH2:26]1, predict the reactants needed to synthesize it. The reactants are: Br[C:2]1[CH:7]=[CH:6][C:5]([C:8]2([O:23][CH2:24][CH:25]3[CH2:27][CH2:26]3)[CH2:13][CH2:12][C:11]([C:17]3[CH:22]=[CH:21][CH:20]=[CH:19][CH:18]=3)([C:14]([OH:16])=[O:15])[CH2:10][CH2:9]2)=[CH:4][CH:3]=1.[F:28][C:29]1[CH:34]=[CH:33][C:32](B(O)O)=[CH:31][CH:30]=1.C(=O)([O-])[O-].[Na+].[Na+].O. (3) Given the product [C:1]([C:3]1[C:4]([N:22]2[CH2:23][CH2:24][CH:25]([C:28](=[O:30])[NH:42][S:39]([CH2:38][C:35]3[CH:36]=[CH:37][C:32]([F:31])=[CH:33][CH:34]=3)(=[O:41])=[O:40])[CH2:26][CH2:27]2)=[N:5][C:6]([CH2:14][N:15]2[CH2:20][CH2:19][CH2:18][CH2:17][C:16]2=[O:21])=[C:7]([CH:8]=1)[C:9]([O:11][CH2:12][CH3:13])=[O:10])#[N:2], predict the reactants needed to synthesize it. The reactants are: [C:1]([C:3]1[C:4]([N:22]2[CH2:27][CH2:26][CH:25]([C:28]([OH:30])=O)[CH2:24][CH2:23]2)=[N:5][C:6]([CH2:14][N:15]2[CH2:20][CH2:19][CH2:18][CH2:17][C:16]2=[O:21])=[C:7]([C:9]([O:11][CH2:12][CH3:13])=[O:10])[CH:8]=1)#[N:2].[F:31][C:32]1[CH:37]=[CH:36][C:35]([CH2:38][S:39]([NH2:42])(=[O:41])=[O:40])=[CH:34][CH:33]=1. (4) Given the product [NH2:22][C@@H:12]1[CH2:11][CH2:10][C@@H:9]([C:3]2[CH:4]=[CH:5][CH:6]=[C:7]([F:8])[C:2]=2[F:1])[CH2:15][N:14]([CH2:16][C:17]([F:20])([F:18])[F:19])[C:13]1=[O:21], predict the reactants needed to synthesize it. The reactants are: [F:1][C:2]1[C:7]([F:8])=[CH:6][CH:5]=[CH:4][C:3]=1[C@H:9]1[CH2:15][N:14]([CH2:16][C:17]([F:20])([F:19])[F:18])[C:13](=[O:21])[C@H:12]([NH:22]C(=O)OC(C)(C)C)[CH2:11][CH2:10]1.C(C(O)=O)(F)(F)F. (5) Given the product [F:17][C:11]1[CH:10]=[C:9]([O:8][C:7]2[CH:6]=[CH:5][N:4]=[CH:3][C:2]=2[C:22]2[CH:21]=[N:20][N:19]([CH3:18])[CH:23]=2)[C:14]([F:15])=[CH:13][C:12]=1[NH2:16], predict the reactants needed to synthesize it. The reactants are: Br[C:2]1[CH:3]=[N:4][CH:5]=[CH:6][C:7]=1[O:8][C:9]1[C:14]([F:15])=[CH:13][C:12]([NH2:16])=[C:11]([F:17])[CH:10]=1.[CH3:18][N:19]1[CH:23]=[C:22](B2OC(C)(C)C(C)(C)O2)[CH:21]=[N:20]1.C(=O)([O-])[O-].[K+].[K+]. (6) Given the product [C:7]([O:11][C:12]([NH:14][CH2:15][C:16]1[CH:17]=[C:18]([C:30]2[N:29]=[C:28]([C:33]([NH:35][C:36]3[CH:41]=[CH:40][CH:39]=[CH:38][C:37]=3[CH2:42][C:43]([O:45][C:46]([CH3:48])([CH3:47])[CH3:49])=[O:44])=[O:34])[CH:27]=[C:26]([Cl:25])[CH:31]=2)[CH:19]=[CH:20][CH:21]=1)=[O:13])([CH3:10])([CH3:9])[CH3:8], predict the reactants needed to synthesize it. The reactants are: C([O-])([O-])=O.[Cs+].[Cs+].[C:7]([O:11][C:12]([NH:14][CH2:15][C:16]1[CH:17]=[C:18](B(O)O)[CH:19]=[CH:20][CH:21]=1)=[O:13])([CH3:10])([CH3:9])[CH3:8].[Cl:25][C:26]1[CH:31]=[C:30](Cl)[N:29]=[C:28]([C:33]([NH:35][C:36]2[CH:41]=[CH:40][CH:39]=[CH:38][C:37]=2[CH2:42][C:43]([O:45][C:46]([CH3:49])([CH3:48])[CH3:47])=[O:44])=[O:34])[CH:27]=1.O1CCOCC1. (7) Given the product [CH2:14]([C:21]1[CH:26]=[C:25]([CH3:27])[N:24]=[C:23]([NH:13][C:4]2[CH:5]=[CH:6][C:7]([N:8]3[CH:12]=[CH:11][N:10]=[CH:9]3)=[C:2]([F:1])[CH:3]=2)[N:22]=1)[C:15]1[CH:16]=[CH:17][CH:18]=[CH:19][CH:20]=1, predict the reactants needed to synthesize it. The reactants are: [F:1][C:2]1[CH:3]=[C:4]([NH2:13])[CH:5]=[CH:6][C:7]=1[N:8]1[CH:12]=[CH:11][N:10]=[CH:9]1.[CH2:14]([C:21]1[CH:26]=[C:25]([CH3:27])[N:24]=[C:23](Cl)[N:22]=1)[C:15]1[CH:20]=[CH:19][CH:18]=[CH:17][CH:16]=1. (8) The reactants are: Br[C:2]1[CH:3]=[CH:4][C:5]2[N:9]=[C:8]([O:10][CH2:11][C:12]([F:15])([F:14])[F:13])[N:7]([C:16]3[CH:21]=[CH:20][N:19]=[C:18]([NH2:22])[N:17]=3)[C:6]=2[CH:23]=1.[CH3:24][C:25]1[O:29][N:28]=[C:27]([C:30]([OH:34])([C:32]#[CH:33])[CH3:31])[CH:26]=1. Given the product [NH2:22][C:18]1[N:17]=[C:16]([N:7]2[C:6]3[CH:23]=[C:2]([C:33]#[C:32][C:30]([C:27]4[CH:26]=[C:25]([CH3:24])[O:29][N:28]=4)([OH:34])[CH3:31])[CH:3]=[CH:4][C:5]=3[N:9]=[C:8]2[O:10][CH2:11][C:12]([F:15])([F:14])[F:13])[CH:21]=[CH:20][N:19]=1, predict the reactants needed to synthesize it. (9) Given the product [CH2:14]([N:13]1[C:12](=[O:21])[C:11](=[C:22]2[N:26]([CH3:27])[C:25]3[CH:28]=[CH:29][CH:30]=[CH:31][C:24]=3[S:23]2)[S:10][C:9]1=[N:8][C:4]1[CH:3]=[C:2]([NH:1][C:35](=[O:41])[CH2:36][CH2:37][C:38]([OH:40])=[O:39])[CH:7]=[CH:6][CH:5]=1)[C:15]1[CH:20]=[CH:19][CH:18]=[CH:17][CH:16]=1, predict the reactants needed to synthesize it. The reactants are: [NH2:1][C:2]1[CH:3]=[C:4]([N:8]=[C:9]2[N:13]([CH2:14][C:15]3[CH:20]=[CH:19][CH:18]=[CH:17][CH:16]=3)[C:12](=[O:21])[C:11](=[C:22]3[N:26]([CH3:27])[C:25]4[CH:28]=[CH:29][CH:30]=[CH:31][C:24]=4[S:23]3)[S:10]2)[CH:5]=[CH:6][CH:7]=1.C(Cl)Cl.[C:35]1(=[O:41])[O:40][C:38](=[O:39])[CH2:37][CH2:36]1. (10) Given the product [O:1]=[C:2]1[N:7]2[CH2:8][CH:9]([C:12]([OH:14])=[O:13])[CH2:10][CH2:11][CH:6]2[CH2:5][CH2:4][O:3]1, predict the reactants needed to synthesize it. The reactants are: [O:1]=[C:2]1[N:7]2[CH2:8][CH:9]([C:12]([O:14]C)=[O:13])[CH2:10][CH2:11][CH:6]2[CH2:5][CH2:4][O:3]1.[Li+].[OH-].